This data is from Full USPTO retrosynthesis dataset with 1.9M reactions from patents (1976-2016). The task is: Predict the reactants needed to synthesize the given product. (1) Given the product [CH3:37][N:38]([CH3:39])[C:9]([C:11]1[CH:12]=[C:13]2[C:17](=[CH:18][CH:19]=1)[NH:16][C:15](=[O:20])[C:14]2=[N:21][NH:22][C:23]1[CH:28]=[CH:27][C:26]([S:29](=[O:32])(=[O:31])[NH2:30])=[CH:25][CH:24]=1)=[O:8], predict the reactants needed to synthesize it. The reactants are: FC1C([O:8][C:9]([C:11]2[CH:12]=[C:13]3[C:17](=[CH:18][CH:19]=2)[NH:16][C:15](=[O:20])[C:14]3=[N:21][NH:22][C:23]2[CH:28]=[CH:27][C:26]([S:29](=[O:32])(=[O:31])[NH2:30])=[CH:25][CH:24]=2)=O)=C(F)C(F)=C(F)C=1F.[CH3:37][NH:38][CH3:39].N1C=CC=CC=1. (2) Given the product [F:33][C:2]1([F:1])[CH2:6][C@H:5](/[CH:7]=[CH:8]/[C@@H:9]([OH:21])[C@@H:10]([CH3:20])[CH2:11][CH2:12][CH2:13][C:14]2[CH:19]=[CH:18][CH:17]=[CH:16][CH:15]=2)[N:4]([CH2:22][CH2:23][CH2:24][CH2:25][CH2:26][CH2:27][C:28]([OH:30])=[O:29])[C:3]1=[O:32], predict the reactants needed to synthesize it. The reactants are: [F:1][C:2]1([F:33])[CH2:6][C@H:5](/[CH:7]=[CH:8]/[C@@H:9]([OH:21])[C@@H:10]([CH3:20])[CH2:11][CH2:12][CH2:13][C:14]2[CH:19]=[CH:18][CH:17]=[CH:16][CH:15]=2)[N:4]([CH2:22][CH2:23][CH2:24][CH2:25][CH2:26][CH2:27][C:28]([O:30]C)=[O:29])[C:3]1=[O:32].[OH-].[Li+].C(O)(=O)C.ClCCl. (3) Given the product [Cl:1][C:2]1[CH:26]=[CH:25][C:5]([CH2:6][CH:7]2[CH2:15][C:14]3[C:9](=[CH:10][C:11]([O:22][CH3:23])=[C:12]([N:16]4[CH2:21][CH2:20][O:19][CH2:18][CH2:17]4)[CH:13]=3)[C:8]2=[O:24])=[C:4]([F:27])[CH:3]=1, predict the reactants needed to synthesize it. The reactants are: [Cl:1][C:2]1[CH:26]=[CH:25][C:5](/[CH:6]=[C:7]2/[C:8](=[O:24])[C:9]3[C:14]([CH2:15]/2)=[CH:13][C:12]([N:16]2[CH2:21][CH2:20][O:19][CH2:18][CH2:17]2)=[C:11]([O:22][CH3:23])[CH:10]=3)=[C:4]([F:27])[CH:3]=1. (4) Given the product [F:37][C:34]([F:35])([F:36])[C:26]1[CH:25]=[C:24]([C:22]2[O:21][N:20]=[C:19]([CH2:18][N:3]3[C:4]4[C:9](=[C:8]([C:11]([F:12])([F:14])[F:13])[C:7]([C:15]#[N:16])=[CH:6][CH:5]=4)[CH:10]=[C:2]3[CH3:1])[CH:23]=2)[CH:29]=[C:28]([C:30]([F:33])([F:31])[F:32])[CH:27]=1, predict the reactants needed to synthesize it. The reactants are: [CH3:1][C:2]1[NH:3][C:4]2[C:9]([CH:10]=1)=[C:8]([C:11]([F:14])([F:13])[F:12])[C:7]([C:15]#[N:16])=[CH:6][CH:5]=2.Cl[CH2:18][C:19]1[CH:23]=[C:22]([C:24]2[CH:29]=[C:28]([C:30]([F:33])([F:32])[F:31])[CH:27]=[C:26]([C:34]([F:37])([F:36])[F:35])[CH:25]=2)[O:21][N:20]=1.